Dataset: Experimentally validated miRNA-target interactions with 360,000+ pairs, plus equal number of negative samples. Task: Binary Classification. Given a miRNA mature sequence and a target amino acid sequence, predict their likelihood of interaction. (1) The miRNA is hsa-miR-4256 with sequence AUCUGACCUGAUGAAGGU. The protein sequence of the target gene is MRRAPSLVLFFLVALCGRGNCRVANAEEKLMDDLLNKTRYNNLIRPATSSSQLISIKLQLSLAQLISVNEREQIMTTNVWLKQEWTDYRLTWNSSRYEGVNILRIPAKRIWLPDIVLYNNADGTYEVSVYTNLIVRSNGSVLWLPPAIYKSACKIEVKYFPFDQQNCTLKFRSWTYDHTEIDMVLMTPTASMDDFTPSGEWDIVALPGRRTVNPQDPSYVDVTYDFIIKRKPLFYTINLIIPCVLTTLLAILVFYLPSDCGEKMTLCISVLLALTFFLLLISKIVPPTSLDVPLIGKYLM.... Result: 0 (no interaction). (2) The miRNA is hsa-miR-6832-3p with sequence ACCCUUUUUCUCUUUCCCAG. The protein sequence of the target gene is MAERAALEELVKLQGERVRGLKQQKASAELIEEEVAKLLKLKAQLGPDESKQKFVLKTPKGTRDYSPRQMAVREKVFDVIIRCFKRHGAEVIDTPVFELKETLMGKYGEDSKLIYDLKDQGGELLSLRYDLTVPFARYLAMNKLTNIKRYHIAKVYRRDNPAMTRGRYREFYQCDFDIAGNFDPMIPDAECLKIMCEILSSLQIGDFLVKVNDRRILDGMFAICGVSDSKFRTICSSVDKLDKVSWEEVKNEMVGEKGLAPEVADRIGDYVQQHGGVSLVEQLLQDPKLSQNKQALEGLG.... Result: 1 (interaction). (3) The miRNA is hsa-miR-3929 with sequence GAGGCUGAUGUGAGUAGACCACU. The protein sequence of the target gene is MFGFHKPKMYRSIEGCCICRAKSSSSRFTDSKRYEKDFQSCFGLHETRSGDICNACVLLVKRWKKLPAGSKKNWNHVVDARAGPSLKTTLKPKKVKTLSGNRIKSNQISKLQKEFKRHNSDAHSTTSSASPAQSPCYSNQSDDGSDTEMASGSNRTPVFSFLDLTYWKRQKICCGIIYKGRFGEVLIDTHLFKPCCSNKKAAAEKPEEQGPEPLPISTQEW. Result: 1 (interaction).